From a dataset of Reaction yield outcomes from USPTO patents with 853,638 reactions. Predict the reaction yield, written as a fraction of the theoretical maximum amount of product (1.0 means a 100% yield; for example, 0.34 means a 34% yield). (1) The reactants are [NH2:1][C:2]1[CH:7]=[CH:6][C:5]([CH:8]([CH3:12])[C:9]([OH:11])=[O:10])=[CH:4][C:3]=1[F:13].O=S(Cl)Cl.[CH3:18][CH2:19]O. No catalyst specified. The product is [NH2:1][C:2]1[CH:7]=[CH:6][C:5]([CH:8]([CH3:12])[C:9]([O:11][CH2:18][CH3:19])=[O:10])=[CH:4][C:3]=1[F:13]. The yield is 0.870. (2) The reactants are [Cl-].[Cl-].[NH3+:3][CH2:4][C:5]([C:7]1[CH:12]=[CH:11][NH+:10]=[CH:9][CH:8]=1)=[O:6].CO[C:15]1([C:22](OC)=O)[CH2:19][CH2:18][CH:17]([O:20][CH3:21])[O:16]1.C([O-])(=O)C.[Na+].C([O-])(O)=O.[Na+]. The catalyst is C(O)(=O)C.C(Cl)Cl. The product is [O:6]=[C:5]([C:7]1[CH:12]=[CH:11][N:10]=[CH:9][CH:8]=1)[CH2:4][N:3]1[CH:22]=[CH:15][CH:19]=[C:18]1[C:17]([O:20][CH3:21])=[O:16]. The yield is 0.110.